Predict the product of the given reaction. From a dataset of Forward reaction prediction with 1.9M reactions from USPTO patents (1976-2016). (1) Given the reactants [Cl:1][C:2]1[CH:3]=[C:4]([NH:9][C:10]2[C:11]3[CH2:18][C:17](=[O:19])[NH:16][C:12]=3[N:13]=[CH:14][N:15]=2)[CH:5]=[CH:6][C:7]=1[F:8].[CH2:20]([N:22]1[CH2:27][CH2:26][N:25]([C:28]([C:30]2[NH:34][C:33]([CH:35]=O)=[C:32]([CH3:37])[CH:31]=2)=[O:29])[CH2:24][CH2:23]1)[CH3:21], predict the reaction product. The product is: [Cl:1][C:2]1[CH:3]=[C:4]([NH:9][C:10]2[C:11]3[C:18](=[CH:35][C:33]4[NH:34][C:30]([C:28]([N:25]5[CH2:24][CH2:23][N:22]([CH2:20][CH3:21])[CH2:27][CH2:26]5)=[O:29])=[CH:31][C:32]=4[CH3:37])[C:17](=[O:19])[NH:16][C:12]=3[N:13]=[CH:14][N:15]=2)[CH:5]=[CH:6][C:7]=1[F:8]. (2) Given the reactants [C:1]1([CH2:7][C:8]([C:10]2[CH:20]=[CH:19][C:13]3[O:14][CH2:15][C:16](=[O:18])[NH:17][C:12]=3[CH:11]=2)=[O:9])[CH:6]=[CH:5][CH:4]=[CH:3][CH:2]=1.[CH3:21]N(CN(C)C)C.C(OC(=O)C)(=O)C, predict the reaction product. The product is: [C:1]1([C:7](=[CH2:21])[C:8]([C:10]2[CH:20]=[CH:19][C:13]3[O:14][CH2:15][C:16](=[O:18])[NH:17][C:12]=3[CH:11]=2)=[O:9])[CH:2]=[CH:3][CH:4]=[CH:5][CH:6]=1. (3) Given the reactants C[O-].[Na+].[H-].[Al+3].[Li+].[H-].[H-].[H-].[Br:10][C:11]1[CH:16]=[CH:15][C:14]([C:17]#[C:18][CH2:19][OH:20])=[CH:13][CH:12]=1.C(OCC)(=O)C.I[C:28]1[CH:33]=[CH:32][CH:31]=[CH:30][CH:29]=1.C(P(C(C)(C)C)C(C)(C)C)(C)(C)C.C1CCCCC1.Cl, predict the reaction product. The product is: [Br:10][C:11]1[CH:12]=[CH:13][C:14](/[C:17](/[C:28]2[CH:33]=[CH:32][CH:31]=[CH:30][CH:29]=2)=[CH:18]/[CH2:19][OH:20])=[CH:15][CH:16]=1.